Dataset: NCI-60 drug combinations with 297,098 pairs across 59 cell lines. Task: Regression. Given two drug SMILES strings and cell line genomic features, predict the synergy score measuring deviation from expected non-interaction effect. (1) Drug 1: CN1CCC(CC1)COC2=C(C=C3C(=C2)N=CN=C3NC4=C(C=C(C=C4)Br)F)OC. Drug 2: CN(C(=O)NC(C=O)C(C(C(CO)O)O)O)N=O. Cell line: MOLT-4. Synergy scores: CSS=-4.75, Synergy_ZIP=-3.02, Synergy_Bliss=-8.59, Synergy_Loewe=-18.3, Synergy_HSA=-8.81. (2) Drug 1: C1=CC(=CC=C1C#N)C(C2=CC=C(C=C2)C#N)N3C=NC=N3. Drug 2: B(C(CC(C)C)NC(=O)C(CC1=CC=CC=C1)NC(=O)C2=NC=CN=C2)(O)O. Cell line: HCT-15. Synergy scores: CSS=43.0, Synergy_ZIP=0.0287, Synergy_Bliss=-2.08, Synergy_Loewe=-23.6, Synergy_HSA=-3.40. (3) Synergy scores: CSS=37.6, Synergy_ZIP=6.44, Synergy_Bliss=3.76, Synergy_Loewe=3.09, Synergy_HSA=4.55. Drug 1: C1=CC(=CC=C1CCC2=CNC3=C2C(=O)NC(=N3)N)C(=O)NC(CCC(=O)O)C(=O)O. Cell line: SK-OV-3. Drug 2: CCN(CC)CCNC(=O)C1=C(NC(=C1C)C=C2C3=C(C=CC(=C3)F)NC2=O)C. (4) Drug 1: CCCS(=O)(=O)NC1=C(C(=C(C=C1)F)C(=O)C2=CNC3=C2C=C(C=N3)C4=CC=C(C=C4)Cl)F. Drug 2: CC(C)(C#N)C1=CC(=CC(=C1)CN2C=NC=N2)C(C)(C)C#N. Cell line: UACC-257. Synergy scores: CSS=33.7, Synergy_ZIP=-1.66, Synergy_Bliss=-3.79, Synergy_Loewe=-5.68, Synergy_HSA=-4.00. (5) Drug 1: CC1C(C(=O)NC(C(=O)N2CCCC2C(=O)N(CC(=O)N(C(C(=O)O1)C(C)C)C)C)C(C)C)NC(=O)C3=C4C(=C(C=C3)C)OC5=C(C(=O)C(=C(C5=N4)C(=O)NC6C(OC(=O)C(N(C(=O)CN(C(=O)C7CCCN7C(=O)C(NC6=O)C(C)C)C)C)C(C)C)C)N)C. Drug 2: C1CN1C2=NC(=NC(=N2)N3CC3)N4CC4. Cell line: TK-10. Synergy scores: CSS=11.9, Synergy_ZIP=-3.07, Synergy_Bliss=0.320, Synergy_Loewe=-0.328, Synergy_HSA=0.719.